From a dataset of Reaction yield outcomes from USPTO patents with 853,638 reactions. Predict the reaction yield, written as a fraction of the theoretical maximum amount of product (1.0 means a 100% yield; for example, 0.34 means a 34% yield). (1) The reactants are [CH3:1][O:2][C:3](=[O:29])[C@@H:4]([NH:21][C:22]([O:24][C:25]([CH3:28])([CH3:27])[CH3:26])=[O:23])[CH2:5][C:6]1[C:11]([CH3:12])=[CH:10][C:9](S(C(F)(F)F)(=O)=O)=[CH:8][C:7]=1[CH3:20].[C:30]([O-])([O-:32])=[O:31].[K+].[K+]. The catalyst is CN(C=O)C.CC([O-])=O.CC([O-])=O.[Pd+2].C1(P(C2C=CC=CC=2)[C-]2C=CC=C2)C=CC=CC=1.[C-]1(P(C2C=CC=CC=2)C2C=CC=CC=2)C=CC=C1.[Fe+2]. The product is [C:25]([O:24][C:22]([NH:21][C@H:4]([C:3]([O:2][CH3:1])=[O:29])[CH2:5][C:6]1[C:11]([CH3:12])=[CH:10][C:9]([C:30]([OH:32])=[O:31])=[CH:8][C:7]=1[CH3:20])=[O:23])([CH3:28])([CH3:27])[CH3:26]. The yield is 0.940. (2) The reactants are [C:1]([O:5][C:6]([C:8]1([S:14]([N:17]2[CH2:22][CH2:21][C:20](=[O:23])[CH2:19][CH2:18]2)(=[O:16])=[O:15])[CH2:13][CH2:12][O:11][CH2:10][CH2:9]1)=[O:7])([CH3:4])([CH3:3])[CH3:2].[BH4-].[Na+]. The catalyst is CO. The product is [C:1]([O:5][C:6]([C:8]1([S:14]([N:17]2[CH2:22][CH2:21][CH:20]([OH:23])[CH2:19][CH2:18]2)(=[O:16])=[O:15])[CH2:13][CH2:12][O:11][CH2:10][CH2:9]1)=[O:7])([CH3:4])([CH3:2])[CH3:3]. The yield is 0.990. (3) The reactants are [CH2:1]([C@@H:8]1[CH2:29][O:28][C:11]2=[C:12]3[C:17](=[CH:18][CH:19]=[C:10]2[NH:9]1)[N:16]=[C:15]([O:20][CH:21]([CH3:23])[CH3:22])[CH:14]=[C:13]3[C:24]([F:27])([F:26])[F:25])[C:2]1[CH:7]=[CH:6][CH:5]=[CH:4][CH:3]=1.[BH4-].[Na+]. The catalyst is C(O)(C(F)(F)F)=O. The product is [CH2:1]([C@@H:8]1[CH2:29][O:28][C:11]2=[C:12]3[C:17](=[CH:18][CH:19]=[C:10]2[N:9]1[CH2:13][C:24]([F:27])([F:26])[F:25])[N:16]=[C:15]([O:20][CH:21]([CH3:23])[CH3:22])[CH:14]=[C:13]3[C:24]([F:25])([F:26])[F:27])[C:2]1[CH:3]=[CH:4][CH:5]=[CH:6][CH:7]=1. The yield is 0.950. (4) The product is [CH3:21][C@@H:22]1[CH2:26][CH2:25][CH2:24][N:23]1[C:27]1[N:32]=[C:31]([NH:33][C:2]2[C:3]3[N:4]([CH:18]=[CH:19][N:20]=3)[N:5]=[C:6]([C:8]3[CH:9]=[C:10]([CH:15]=[CH:16][CH:17]=3)[C:11]([O:13][CH3:14])=[O:12])[CH:7]=2)[CH:30]=[CH:29][CH:28]=1. The reactants are Br[C:2]1[C:3]2[N:4]([CH:18]=[CH:19][N:20]=2)[N:5]=[C:6]([C:8]2[CH:9]=[C:10]([CH:15]=[CH:16][CH:17]=2)[C:11]([O:13][CH3:14])=[O:12])[CH:7]=1.[CH3:21][C@@H:22]1[CH2:26][CH2:25][CH2:24][N:23]1[C:27]1[N:32]=[C:31]([NH2:33])[CH:30]=[CH:29][CH:28]=1.C1C=CC(P(C2C(C3C(P(C4C=CC=CC=4)C4C=CC=CC=4)=CC=C4C=3C=CC=C4)=C3C(C=CC=C3)=CC=2)C2C=CC=CC=2)=CC=1.C([O-])([O-])=O.[Cs+].[Cs+]. The catalyst is C1C=CC(/C=C/C(/C=C/C2C=CC=CC=2)=O)=CC=1.C1C=CC(/C=C/C(/C=C/C2C=CC=CC=2)=O)=CC=1.C1C=CC(/C=C/C(/C=C/C2C=CC=CC=2)=O)=CC=1.[Pd].[Pd].O1CCOCC1. The yield is 0.430. (5) The reactants are [NH2:1][CH2:2][C@@H:3]([NH:23][C:24](=[O:36])[C:25]1[CH:30]=[CH:29][C:28]([O:31][CH:32]([CH3:34])[CH3:33])=[C:27]([Cl:35])[CH:26]=1)[CH2:4][C:5]1[CH:10]=[CH:9][C:8]([C:11]2[N:12]=[C:13]3[C:18]([CH:19]([OH:21])[CH3:20])=[CH:17][CH:16]=[CH:15][N:14]3[CH:22]=2)=[CH:7][CH:6]=1.CCN=C=NCCCN(C)C.C(N(CC)C(C)C)(C)C.[CH3:57][N:58]([CH3:63])[CH2:59][C:60](O)=[O:61]. The catalyst is C(Cl)Cl.O. The product is [Cl:35][C:27]1[CH:26]=[C:25]([CH:30]=[CH:29][C:28]=1[O:31][CH:32]([CH3:33])[CH3:34])[C:24]([NH:23][C@@H:3]([CH2:4][C:5]1[CH:10]=[CH:9][C:8]([C:11]2[N:12]=[C:13]3[C:18]([CH:19]([OH:21])[CH3:20])=[CH:17][CH:16]=[CH:15][N:14]3[CH:22]=2)=[CH:7][CH:6]=1)[CH2:2][NH:1][C:60](=[O:61])[CH2:59][N:58]([CH3:63])[CH3:57])=[O:36]. The yield is 0.480.